From a dataset of Reaction yield outcomes from USPTO patents with 853,638 reactions. Predict the reaction yield, written as a fraction of the theoretical maximum amount of product (1.0 means a 100% yield; for example, 0.34 means a 34% yield). (1) The reactants are [NH2:1][C:2]1[N:3]=[C:4]([C:7]2[CH:8]=[C:9]3[C:14](=[CH:15][CH:16]=2)[C:13](=[O:17])[N:12]([CH2:18][CH:19]([CH3:21])[CH3:20])[C:11]([CH2:22][NH:23][C:24](=[O:30])[O:25][C:26]([CH3:29])([CH3:28])[CH3:27])=[C:10]3[C:31]2[CH:36]=[CH:35][CH:34]=[CH:33][CH:32]=2)[S:5][CH:6]=1.[C:37](Cl)(=[O:39])[CH3:38].O. The catalyst is CN(C)C(=O)C. The product is [C:37]([NH:1][C:2]1[N:3]=[C:4]([C:7]2[CH:8]=[C:9]3[C:14](=[CH:15][CH:16]=2)[C:13](=[O:17])[N:12]([CH2:18][CH:19]([CH3:20])[CH3:21])[C:11]([CH2:22][NH:23][C:24](=[O:30])[O:25][C:26]([CH3:27])([CH3:28])[CH3:29])=[C:10]3[C:31]2[CH:32]=[CH:33][CH:34]=[CH:35][CH:36]=2)[S:5][CH:6]=1)(=[O:39])[CH3:38]. The yield is 0.857. (2) The reactants are Br[C:2]1[S:6][C:5]([NH:7][C:8]([C:10]2[C:15]([F:16])=[CH:14][CH:13]=[CH:12][C:11]=2[F:17])=[O:9])=[N:4][CH:3]=1.[Cl:18][C:19]1[C:20](B2OC(C)(C)C(C)(C)O2)=[CH:21][C:22]2S[CH:25]=[N:24][C:23]=2[CH:27]=1.C(=O)([O-])[O-:38].[Na+].[Na+].CC(=O)OCC.[Cl-].[Na+].O. The catalyst is COCCOC.CCO.O.[Pd].C1(P(C2C=CC=CC=2)C2C=CC=CC=2)C=CC=CC=1.C1(P(C2C=CC=CC=2)C2C=CC=CC=2)C=CC=CC=1.C1(P(C2C=CC=CC=2)C2C=CC=CC=2)C=CC=CC=1.C1(P(C2C=CC=CC=2)C2C=CC=CC=2)C=CC=CC=1. The product is [F:17][C:11]1[CH:12]=[CH:13][CH:14]=[C:15]([F:16])[C:10]=1[C:8]([NH:7][C:5]1[S:6][C:2]([C:20]2[C:19]([Cl:18])=[CH:27][C:23]3[N:24]=[CH:25][O:38][C:22]=3[CH:21]=2)=[CH:3][N:4]=1)=[O:9]. The yield is 0.145. (3) The reactants are Cl[CH2:2][C:3]1[CH:28]=[CH:27][C:6]([O:7][CH2:8][C:9]2[N:10]=[C:11]([C:15]3[CH:20]=[CH:19][C:18]([CH2:21][C:22]([O:24][CH2:25][CH3:26])=[O:23])=[CH:17][CH:16]=3)[O:12][C:13]=2[CH3:14])=[C:5]([O:29][CH3:30])[CH:4]=1.[CH2:31]([C:33]1[S:34][CH:35]=[C:36](/[CH:38]=[CH:39]/[C:40]2[C:41]([OH:52])=[N:42][N:43]([C:45]3[CH:50]=[CH:49][CH:48]=[CH:47][C:46]=3[CH3:51])[CH:44]=2)[N:37]=1)[CH3:32].C(=O)([O-])[O-].[K+].[K+].CN(C)C=O. The catalyst is O. The product is [CH2:31]([C:33]1[S:34][CH:35]=[C:36](/[CH:38]=[CH:39]/[C:40]2[C:41]([O:52][CH2:2][C:3]3[CH:28]=[CH:27][C:6]([O:7][CH2:8][C:9]4[N:10]=[C:11]([C:15]5[CH:20]=[CH:19][C:18]([CH2:21][C:22]([O:24][CH2:25][CH3:26])=[O:23])=[CH:17][CH:16]=5)[O:12][C:13]=4[CH3:14])=[C:5]([O:29][CH3:30])[CH:4]=3)=[N:42][N:43]([C:45]3[CH:50]=[CH:49][CH:48]=[CH:47][C:46]=3[CH3:51])[CH:44]=2)[N:37]=1)[CH3:32]. The yield is 0.190. (4) The reactants are [OH:1][C:2]1[CH:30]=[CH:29][C:5]([C:6]([O:8][C@@H:9]2[CH2:18][C:17]3[C:12](=[CH:13][C:14]([OH:20])=[CH:15][C:16]=3[OH:19])[O:11][C@@H:10]2[C:21]2[CH:26]=[CH:25][C:24]([OH:27])=[C:23]([OH:28])[CH:22]=2)=[O:7])=[CH:4][CH:3]=1. The catalyst is C(Cl)(Cl)Cl. The product is [C:6]([OH:8])(=[O:7])[CH3:5].[C:6]([OH:8])(=[O:7])[CH3:5].[C:6]([OH:8])(=[O:7])[CH3:5].[C:6]([OH:8])(=[O:7])[CH3:5].[C:6]([OH:8])(=[O:7])[CH3:5].[OH:1][C:2]1[CH:3]=[CH:4][C:5]([C:6]([O:8][C@@H:9]2[CH2:18][C:17]3[C:12](=[CH:13][C:14]([OH:20])=[CH:15][C:16]=3[OH:19])[O:11][C@@H:10]2[C:21]2[CH:26]=[CH:25][C:24]([OH:27])=[C:23]([OH:28])[CH:22]=2)=[O:7])=[CH:29][CH:30]=1. The yield is 0.960. (5) The reactants are [CH3:1][C:2]1[CH:7]=[C:6]([C:8]2[CH:15]=[CH:14][C:13]([N+:16]([O-])=O)=[CH:12][C:9]=2[C:10]#[N:11])[CH:5]=[CH:4][N:3]=1.CCO. The catalyst is [Pd].CC#N. The product is [NH2:16][C:13]1[CH:14]=[CH:15][C:8]([C:6]2[CH:5]=[CH:4][N:3]=[C:2]([CH3:1])[CH:7]=2)=[C:9]([CH:12]=1)[C:10]#[N:11]. The yield is 1.00. (6) The reactants are [OH:1][C:2]1([CH2:15][CH:16]=O)[CH2:14][CH2:13][C:5]2([O:10][CH2:9][C:8]([CH3:12])([CH3:11])[CH2:7][O:6]2)[CH2:4][CH2:3]1.[C:18]1([C@@H:24]([NH2:27])[CH2:25][CH3:26])[CH:23]=[CH:22][CH:21]=[CH:20][CH:19]=1. No catalyst specified. The product is [CH3:11][C:8]1([CH3:12])[CH2:9][O:10][C:5]2([CH2:4][CH2:3][C:2]([CH2:15][CH2:16][NH:27][C@H:24]([C:18]3[CH:23]=[CH:22][CH:21]=[CH:20][CH:19]=3)[CH2:25][CH3:26])([OH:1])[CH2:14][CH2:13]2)[O:6][CH2:7]1. The yield is 0.500. (7) The reactants are [CH3:1][NH:2][C:3]1[C:4]2[N:14]=[C:13]([NH:15][CH2:16][CH2:17][CH3:18])[N:12]=[C:11]([NH:19][CH3:20])[C:5]=2[N:6]=[C:7]([C:9]#N)[N:8]=1.[OH-:21].[Na+].[OH:23]S([O-])(=O)=O.[K+].C(Cl)Cl. The catalyst is O1CCOCC1. The product is [CH3:1][NH:2][C:3]1[C:4]2[N:14]=[C:13]([NH:15][CH2:16][CH2:17][CH3:18])[N:12]=[C:11]([NH:19][CH3:20])[C:5]=2[N:6]=[C:7]([C:9]([OH:23])=[O:21])[N:8]=1. The yield is 0.410.